From a dataset of Full USPTO retrosynthesis dataset with 1.9M reactions from patents (1976-2016). Predict the reactants needed to synthesize the given product. (1) Given the product [C:25]([O:28][C:29]1[CH:37]=[CH:36][C:32]([C:33]([O:35][CH2:38][C:39]2([CH3:51])[CH2:40][O:41][CH:42]([C:45]3[CH:50]=[CH:49][CH:48]=[CH:47][CH:46]=3)[O:43][CH2:44]2)=[O:34])=[CH:31][CH:30]=1)(=[O:27])[CH3:26], predict the reactants needed to synthesize it. The reactants are: CN(C(ON1N=NC2C=CC=CC1=2)=[N+](C)C)C.F[P-](F)(F)(F)(F)F.[C:25]([O:28][C:29]1[CH:37]=[CH:36][C:32]([C:33]([OH:35])=[O:34])=[CH:31][CH:30]=1)(=[O:27])[CH3:26].[CH3:38][C:39]1([CH2:51]O)[CH2:44][O:43][CH:42]([C:45]2[CH:50]=[CH:49][CH:48]=[CH:47][CH:46]=2)[O:41][CH2:40]1.C(N(CC)CC)C. (2) The reactants are: [C:1]([C:4]1[CH:5]=[C:6]([C:10]([NH:13][C:14]([NH:16][C:17]2[CH:22]=[CH:21][C:20]([Cl:23])=[CH:19][CH:18]=2)=[O:15])([CH3:12])[CH3:11])[CH:7]=[CH:8][CH:9]=1)(=[O:3])[CH3:2].[H-].[Al+3].[Li+].[H-].[H-].[H-]. Given the product [Cl:23][C:20]1[CH:21]=[CH:22][C:17]([NH:16][C:14]([NH:13][C:10]([C:6]2[CH:7]=[CH:8][CH:9]=[C:4]([CH:1]([OH:3])[CH3:2])[CH:5]=2)([CH3:12])[CH3:11])=[O:15])=[CH:18][CH:19]=1, predict the reactants needed to synthesize it. (3) Given the product [CH2:29]([S:36][CH2:2][CH2:3][C@H:4]([NH:21][C:22](=[O:28])[O:23][C:24]([CH3:27])([CH3:26])[CH3:25])[C:5]1[N:10]([C:11]2[CH:16]=[CH:15][CH:14]=[CH:13][CH:12]=2)[C:9](=[O:17])[C:8]2=[CH:18][CH:19]=[CH:20][N:7]2[N:6]=1)[C:30]1[CH:35]=[CH:34][CH:33]=[CH:32][CH:31]=1, predict the reactants needed to synthesize it. The reactants are: Br[CH2:2][CH2:3][C@H:4]([NH:21][C:22](=[O:28])[O:23][C:24]([CH3:27])([CH3:26])[CH3:25])[C:5]1[N:10]([C:11]2[CH:16]=[CH:15][CH:14]=[CH:13][CH:12]=2)[C:9](=[O:17])[C:8]2=[CH:18][CH:19]=[CH:20][N:7]2[N:6]=1.[CH2:29]([SH:36])[C:30]1[CH:35]=[CH:34][CH:33]=[CH:32][CH:31]=1.C(=O)([O-])[O-].[K+].[K+]. (4) Given the product [CH3:1][N:2]1[C:6]([CH2:7][O:8][C:9]2[CH:17]=[CH:16][C:12]([C:13]([NH:27][CH2:26][C:25]([F:29])([F:28])[F:24])=[O:15])=[CH:11][N:10]=2)=[C:5]([C:18]2[CH:23]=[CH:22][CH:21]=[CH:20][CH:19]=2)[N:4]=[N:3]1, predict the reactants needed to synthesize it. The reactants are: [CH3:1][N:2]1[C:6]([CH2:7][O:8][C:9]2[CH:17]=[CH:16][C:12]([C:13]([OH:15])=O)=[CH:11][N:10]=2)=[C:5]([C:18]2[CH:23]=[CH:22][CH:21]=[CH:20][CH:19]=2)[N:4]=[N:3]1.[F:24][C:25]([F:29])([F:28])[CH2:26][NH2:27].